Dataset: Experimentally validated miRNA-target interactions with 360,000+ pairs, plus equal number of negative samples. Task: Binary Classification. Given a miRNA mature sequence and a target amino acid sequence, predict their likelihood of interaction. (1) The miRNA is hsa-miR-922 with sequence GCAGCAGAGAAUAGGACUACGUC. The protein sequence of the target gene is MGGAVSAGEDNDDLIDNLKEAQYIRTERVEQAFRAIDRGDYYLEGYRDNAYKDLAWKHGNIHLSAPCIYSEVMEALKLQPGLSFLNLGSGTGYLSTMVGLILGPFGINHGIELHSDVVEYAKEKLESFIKNSDSFDKFEFCEPAFVVGNCLQIASDSHQYDRIYCGAGVQKDHENYMKILLKVGGILVMPIEDQLTQIMRTGQNTWESKNILAVSFAPLVQPSKNDNGTPDSVGLPPCAVRNLQDLARIYIRRTLRNFINDEMQAKGIPQRAPPKRKRKRVKQRINTYVFVGNQLIPQPL.... Result: 0 (no interaction). (2) The miRNA is hsa-miR-3192-5p with sequence UCUGGGAGGUUGUAGCAGUGGAA. The protein sequence of the target gene is MPEIRVTPLGAGQDVGRSCILVSIAGKNVMLDCGMHMGFNDDRRFPDFSYITQNGRLTDFLDCVIISHFHLDHCGALPYFSEMVGYDGPIYMTHPTQAICPILLEDYRKIAVDKKGEANFFTSQMIKDCMKKVVAVHLHQTVQVDDELEIKAYYAGHVLGAAMFQIKVGSESVVYTGDYNMTPDRHLGAAWIDKCRPNLLITESTYATTIRDSKRCRERDFLKKVHETVERGGKVLIPVFALGRAQELCILLETFWERMNLKVPIYFSTGLTEKANHYYKLFIPWTNQKIRKTFVQRNMF.... Result: 0 (no interaction).